The task is: Predict the product of the given reaction.. This data is from Forward reaction prediction with 1.9M reactions from USPTO patents (1976-2016). (1) The product is: [CH3:3][O:4][C:5](=[O:29])[C:6]1[CH:7]=[C:8]([C:22]2[CH:27]=[CH:26][C:25]([CH3:28])=[CH:24][N:23]=2)[CH:9]=[C:10]([C:34]2[C:33]([CH:30]([CH3:32])[CH3:31])=[N:37][S:36][N:35]=2)[CH:11]=1. Given the reactants [Cl-].[Li+].[CH3:3][O:4][C:5](=[O:29])[C:6]1[CH:11]=[C:10]([Sn](CCC)(CCC)CCC)[CH:9]=[C:8]([C:22]2[CH:27]=[CH:26][C:25]([CH3:28])=[CH:24][N:23]=2)[CH:7]=1.[CH:30]([C:33]1[C:34](OS(C(F)(F)F)(=O)=O)=[N:35][S:36][N:37]=1)([CH3:32])[CH3:31], predict the reaction product. (2) Given the reactants [CH3:1][O:2][C:3]1[CH:8]=[C:7]([O:9][C:10]([F:13])([F:12])[F:11])[CH:6]=[CH:5][C:4]=1[NH:14][C:15]1[CH:23]=[C:22]2[C:18]([C:19]([CH2:33][N:34](C)[C:35](=O)OC(C)(C)C)=[CH:20][N:21]2[S:24]([C:27]2[CH:28]=[N:29][CH:30]=[CH:31][CH:32]=2)(=[O:26])=[O:25])=[CH:17][CH:16]=1.[CH:43](O)=[O:44], predict the reaction product. The product is: [CH3:1][O:2][C:3]1[CH:8]=[C:7]([O:9][C:10]([F:13])([F:11])[F:12])[CH:6]=[CH:5][C:4]=1[N:14]([C:15]1[CH:23]=[C:22]2[C:18]([C:19]([CH2:33][NH:34][CH3:35])=[CH:20][N:21]2[S:24]([C:27]2[CH:28]=[N:29][CH:30]=[CH:31][CH:32]=2)(=[O:26])=[O:25])=[CH:17][CH:16]=1)[CH:43]=[O:44].